This data is from Catalyst prediction with 721,799 reactions and 888 catalyst types from USPTO. The task is: Predict which catalyst facilitates the given reaction. (1) The catalyst class is: 306. Product: [C:1]([O:5][C:6](=[O:7])[NH:8][C:9]([CH3:17])([CH3:16])[CH2:10]/[CH:11]=[CH:12]/[C:13](=[O:15])[N:55]([CH3:56])[C@@H:43]([C:42](=[O:57])[N:41]([CH3:40])[C@@H:58]([C:66](=[O:69])[NH:67][CH3:68])[CH2:59][C:60]1[CH:65]=[CH:64][CH:63]=[CH:62][CH:61]=1)[CH2:44][C:45]1[CH:54]=[CH:53][C:52]2[C:47](=[CH:48][CH:49]=[CH:50][CH:51]=2)[CH:46]=1)([CH3:2])([CH3:3])[CH3:4]. Reactant: [C:1]([O:5][C:6]([NH:8][C:9]([CH3:17])([CH3:16])[CH2:10]/[CH:11]=[CH:12]/[C:13]([OH:15])=O)=[O:7])([CH3:4])([CH3:3])[CH3:2].ON1C2N=CC=CC=2N=N1.Cl.C(N=C=NCCCN(C)C)C.[CH3:40][N:41]([C@@H:58]([C:66](=[O:69])[NH:67][CH3:68])[CH2:59][C:60]1[CH:65]=[CH:64][CH:63]=[CH:62][CH:61]=1)[C:42](=[O:57])[CH:43]([NH:55][CH3:56])[CH2:44][C:45]1[CH:54]=[CH:53][C:52]2[C:47](=[CH:48][CH:49]=[CH:50][CH:51]=2)[CH:46]=1.C(N(C(C)C)CC)(C)C. (2) Reactant: C[O:2][C:3](=[O:44])[C@H:4]([CH2:34][C:35]1[C:43]2[C:38](=[CH:39][CH:40]=[CH:41][CH:42]=2)[NH:37][CH:36]=1)[N:5]([C:13](=[O:33])[C@H:14]([CH2:29][C:30](=[O:32])[OH:31])[NH:15][C:16](=[O:28])[C@H:17]([CH2:24][CH2:25][S:26][CH3:27])[NH:18][C:19](=[O:23])[C@H:20]([CH3:22])[NH2:21])CC1C=CC=CC=1. Product: [NH2:21][C@@H:20]([CH3:22])[C:19]([NH:18][C@@H:17]([CH2:24][CH2:25][S:26][CH3:27])[C:16]([NH:15][C@H:14]([C:13]([NH:5][C@H:4]([C:3]([OH:44])=[O:2])[CH2:34][C:35]1[C:43]2[C:38](=[CH:39][CH:40]=[CH:41][CH:42]=2)[NH:37][CH:36]=1)=[O:33])[CH2:29][C:30]([OH:32])=[O:31])=[O:28])=[O:23]. The catalyst class is: 29.